This data is from Catalyst prediction with 721,799 reactions and 888 catalyst types from USPTO. The task is: Predict which catalyst facilitates the given reaction. (1) Reactant: [CH3:1][O:2][C:3]1[CH:8]=[CH:7][C:6]([C:9]([C:37]2[CH:42]=[CH:41][C:40]([O:43][CH3:44])=[CH:39][CH:38]=2)([C:31]2[CH:36]=[CH:35][CH:34]=[CH:33][CH:32]=2)[NH:10][C:11]2[CH2:12][O:13][C:14]([CH3:30])([CH3:29])[C:15]([F:28])([F:27])[C@:16]([C:19]3[CH:24]=[C:23](Br)[CH:22]=[CH:21][C:20]=3[F:26])([CH3:18])[N:17]=2)=[CH:5][CH:4]=1.[Cl:45][C:46]1[CH:47]=[C:48]([N:52]2[CH:56]=[C:55](B(O)O)[CH:54]=[N:53]2)[CH:49]=[CH:50][CH:51]=1.C(=O)([O-])[O-].[K+].[K+]. Product: [CH3:1][O:2][C:3]1[CH:8]=[CH:7][C:6]([C:9]([NH:10][C:11]2[CH2:12][O:13][C:14]([CH3:30])([CH3:29])[C:15]([F:28])([F:27])[C@:16]([C:19]3[CH:24]=[C:23]([C:55]4[CH:54]=[N:53][N:52]([C:48]5[CH:49]=[CH:50][CH:51]=[C:46]([Cl:45])[CH:47]=5)[CH:56]=4)[CH:22]=[CH:21][C:20]=3[F:26])([CH3:18])[N:17]=2)([C:37]2[CH:42]=[CH:41][C:40]([O:43][CH3:44])=[CH:39][CH:38]=2)[C:31]2[CH:36]=[CH:35][CH:34]=[CH:33][CH:32]=2)=[CH:5][CH:4]=1. The catalyst class is: 276. (2) Product: [NH2:1][C:2]1[N:3]=[CH:4][C:5]2[CH2:11][N:10]([C:12]3[CH:13]=[C:14]([CH:18]=[CH:19][CH:20]=3)[C:15]([NH:57][C:56]3[CH:58]=[CH:59][CH:60]=[C:54]([C:53]([F:52])([F:61])[F:62])[CH:55]=3)=[O:16])[CH2:9][CH2:8][C:6]=2[N:7]=1. The catalyst class is: 3. Reactant: [NH2:1][C:2]1[N:3]=[CH:4][C:5]2[CH2:11][N:10]([C:12]3[CH:13]=[C:14]([CH:18]=[CH:19][CH:20]=3)[C:15](O)=[O:16])[CH2:9][CH2:8][C:6]=2[N:7]=1.C(N(CC)CC)C.CN(C(ON1N=NC2C=CC=CC1=2)=[N+](C)C)C.F[P-](F)(F)(F)(F)F.[F:52][C:53]([F:62])([F:61])[C:54]1[CH:55]=[C:56]([CH:58]=[CH:59][CH:60]=1)[NH2:57]. (3) Reactant: [Cl:1][C:2]1[CH:7]=[CH:6][C:5]([C:8]2([C:13](=[S:15])[NH2:14])[CH2:12][CH2:11][O:10][CH2:9]2)=[CH:4][CH:3]=1.Br[CH2:17][C:18](=O)[C:19]([O:21][CH2:22][CH3:23])=[O:20]. Product: [Cl:1][C:2]1[CH:7]=[CH:6][C:5]([C:8]2([C:13]3[S:15][CH:17]=[C:18]([C:19]([O:21][CH2:22][CH3:23])=[O:20])[N:14]=3)[CH2:12][CH2:11][O:10][CH2:9]2)=[CH:4][CH:3]=1. The catalyst class is: 41. (4) Reactant: [CH3:1][O:2][C:3]1[CH:4]=[C:5]2[C:9](=[CH:10][CH:11]=1)[CH2:8][C:7]([C:12]1[CH:13]=[C:14]([CH:19]=[CH:20][CH:21]=1)[C:15]([O:17][CH3:18])=[O:16])=[CH:6]2.COC1C=C2C(C=C(C3C=C(C=CC=3)C(OC)=O)C2)=CC=1. Product: [CH3:1][O:2][C:3]1[CH:4]=[C:5]2[C:9](=[CH:10][CH:11]=1)[CH2:8][CH:7]([C:12]1[CH:13]=[C:14]([CH:19]=[CH:20][CH:21]=1)[C:15]([O:17][CH3:18])=[O:16])[CH2:6]2. The catalyst class is: 604. (5) The catalyst class is: 239. Reactant: [Cl:1][CH:2]([C:14]1[CH:19]=[CH:18][CH:17]=[CH:16][CH:15]=1)[C:3]([C:5]1[C:13]2[C:8](=[CH:9][CH:10]=[CH:11][CH:12]=2)[NH:7][CH:6]=1)=[O:4].[H-].[Na+].[CH3:22][N:23]1[CH:27]=[C:26]([S:28](Cl)(=[O:30])=[O:29])[N:25]=[CH:24]1.O. Product: [Cl:1][CH:2]([C:14]1[CH:19]=[CH:18][CH:17]=[CH:16][CH:15]=1)[C:3]([C:5]1[C:13]2[C:8](=[CH:9][CH:10]=[CH:11][CH:12]=2)[N:7]([S:28]([C:26]2[N:25]=[CH:24][N:23]([CH3:22])[CH:27]=2)(=[O:30])=[O:29])[CH:6]=1)=[O:4]. (6) Product: [OH:10][C:3]1[CH:4]=[CH:5][C:6]([O:8][CH3:9])=[CH:7][C:2]=1[CH:25]=[CH:24][CH2:23][CH2:22][CH:16]([O:15][C:14]1[CH:26]=[CH:27][CH:28]=[CH:29][C:13]=1[O:11][CH3:12])[C:17]([O:19][CH2:20][CH3:21])=[O:18]. Reactant: Br[C:2]1[CH:7]=[C:6]([O:8][CH3:9])[CH:5]=[CH:4][C:3]=1[OH:10].[O:11]([C:13]1[CH:29]=[CH:28][CH:27]=[CH:26][C:14]=1[O:15][CH:16]([CH2:22][CH2:23][CH:24]=[CH2:25])[C:17]([O:19][CH2:20][CH3:21])=[O:18])[CH3:12].C1(C)C=CC=CC=1P(C1C=CC=CC=1C)C1C=CC=CC=1C.Cl. The catalyst class is: 338. (7) Reactant: Br[CH2:2][C:3](=O)[C:4]([O:6][CH2:7][CH3:8])=[O:5].C(=O)([O-])[O-].[K+].[K+].[CH3:16][O:17][C:18]1[CH:32]=[CH:31][C:21]([C:22]([NH:24][C:25]2[CH:30]=[CH:29][CH:28]=[CH:27][CH:26]=2)=[NH:23])=[CH:20][N:19]=1. Product: [CH2:7]([O:6][C:4]([C:3]1[N:23]=[C:22]([C:21]2[CH:20]=[N:19][C:18]([O:17][CH3:16])=[CH:32][CH:31]=2)[N:24]([C:25]2[CH:26]=[CH:27][CH:28]=[CH:29][CH:30]=2)[CH:2]=1)=[O:5])[CH3:8]. The catalyst class is: 8. (8) Reactant: [CH3:1][O:2][C:3]1[CH:15]=[CH:14][C:6]([CH2:7][NH:8][C:9]2[S:10][CH:11]=[CH:12][N:13]=2)=[CH:5][CH:4]=1.C[Si]([N-][Si](C)(C)C)(C)C.[Li+].[Br:26][C:27]1[C:36]2[C:31](=[CH:32][C:33]([S:37](Cl)(=[O:39])=[O:38])=[CH:34][CH:35]=2)[CH:30]=[N:29][C:28]=1[OH:41]. Product: [Br:26][C:27]1[C:36]2[C:31](=[CH:32][C:33]([S:37]([N:8]([CH2:7][C:6]3[CH:5]=[CH:4][C:3]([O:2][CH3:1])=[CH:15][CH:14]=3)[C:9]3[S:10][CH:11]=[CH:12][N:13]=3)(=[O:38])=[O:39])=[CH:34][CH:35]=2)[CH:30]=[N:29][C:28]=1[OH:41]. The catalyst class is: 1.